Dataset: Catalyst prediction with 721,799 reactions and 888 catalyst types from USPTO. Task: Predict which catalyst facilitates the given reaction. (1) Reactant: [Br:1][C:2]1[CH:7]=[CH:6][C:5]([C:8](=[O:15])[CH:9]=[C:10]([N:12](C)C)[CH3:11])=[CH:4][CH:3]=1.[OH-].[NH4+]. Product: [Br:1][C:2]1[CH:7]=[CH:6][C:5]([C:8]2[O:15][N:12]=[C:10]([CH3:11])[CH:9]=2)=[CH:4][CH:3]=1. The catalyst class is: 8. (2) Reactant: [OH:1][C:2]1[CH:3]=[C:4]([CH2:8][C:9]([OH:11])=[O:10])[CH:5]=[CH:6][CH:7]=1.Br[CH:13]([CH3:15])[CH3:14].[OH-].[K+]. Product: [CH2:14]([O:1][C:2]1[CH:3]=[C:4]([CH2:8][C:9]([OH:11])=[O:10])[CH:5]=[CH:6][CH:7]=1)[C:13]1[CH:15]=[CH:6][CH:7]=[CH:2][CH:3]=1. The catalyst class is: 14. (3) The catalyst class is: 19. Product: [OH:8][C:9]1[CH:10]=[N:11][C:12]([NH:15][C:16](=[O:22])[CH2:17][CH2:18][CH2:19][CH2:20][CH3:21])=[N:13][CH:14]=1. Reactant: C([O:8][C:9]1[CH:10]=[N:11][C:12]([NH:15][C:16](=[O:22])[CH2:17][CH2:18][CH2:19][CH2:20][CH3:21])=[N:13][CH:14]=1)C1C=CC=CC=1. (4) Reactant: O[C:2]([C:4]([F:7])([F:6])[F:5])=O.[Br:8][C:9]1[CH:10]=[CH:11][CH:12]=[C:13]2[C:22]=1[C:16]1([CH2:21][CH2:20][NH:19][CH2:18][CH2:17]1)[CH2:15][CH:14]2[CH2:23][C:24]([O:26][CH2:27][CH3:28])=[O:25].CC[NH+](CC)CC.CC[NH+](CC)CC.C([O-])([O-])=O.FC(F)(F)[C:49]1[CH:59]=[CH:58][CH:57]=C[C:50]=1[CH:51]=[CH:52][C:53](O)=[O:54].CCN(C(C)C)C(C)C.CN(C(ON1N=NC2C=CC=NC1=2)=[N+](C)C)C.F[P-](F)(F)(F)(F)F.Cl. Product: [Br:8][C:9]1[CH:10]=[CH:11][CH:12]=[C:13]2[C:22]=1[C:16]1([CH2:17][CH2:18][N:19]([C:53](=[O:54])/[CH:52]=[CH:51]/[C:50]3[CH:49]=[CH:59][CH:58]=[CH:57][C:2]=3[C:4]([F:7])([F:6])[F:5])[CH2:20][CH2:21]1)[CH2:15][CH:14]2[CH2:23][C:24]([O:26][CH2:27][CH3:28])=[O:25]. The catalyst class is: 2. (5) Reactant: [CH3:1][C:2]1[NH:6][C:5]2[C:7]([C:17]([O:19]C)=[O:18])=[CH:8][C:9]([N:11]3[CH2:16][CH2:15][O:14][CH2:13][CH2:12]3)=[CH:10][C:4]=2[N:3]=1.Br[CH2:22][C:23]1[C:31]2[S:30][CH:29]=[CH:28][C:27]=2[CH:26]=[CH:25][CH:24]=1.C(=O)([O-])[O-].[K+].[K+].[OH-].[Li+].Cl. Product: [S:30]1[C:31]2[C:23]([CH2:22][N:3]3[C:4]4[CH:10]=[C:9]([N:11]5[CH2:12][CH2:13][O:14][CH2:15][CH2:16]5)[CH:8]=[C:7]([C:17]([OH:19])=[O:18])[C:5]=4[N:6]=[C:2]3[CH3:1])=[CH:24][CH:25]=[CH:26][C:27]=2[CH:28]=[CH:29]1. The catalyst class is: 782.